Task: Predict the reactants needed to synthesize the given product.. Dataset: Full USPTO retrosynthesis dataset with 1.9M reactions from patents (1976-2016) (1) Given the product [CH3:24][O:23][C@H:3]1[C@@H:2]([NH:1][CH2:36][C:34]2[CH:33]=[CH:32][C:29]3[O:30][CH2:31][C:26](=[O:25])[NH:27][C:28]=3[N:35]=2)[CH2:7][CH2:6][N:5]([CH2:8][CH2:9][N:10]2[C:19]3[C:14](=[CH:15][CH:16]=[C:17]([O:20][CH3:21])[CH:18]=3)[N:13]=[CH:12][C:11]2=[O:22])[CH2:4]1, predict the reactants needed to synthesize it. The reactants are: [NH2:1][C@H:2]1[CH2:7][CH2:6][N:5]([CH2:8][CH2:9][N:10]2[C:19]3[C:14](=[CH:15][CH:16]=[C:17]([O:20][CH3:21])[CH:18]=3)[N:13]=[CH:12][C:11]2=[O:22])[CH2:4][C@H:3]1[O:23][CH3:24].[O:25]=[C:26]1[CH2:31][O:30][C:29]2[CH:32]=[CH:33][C:34]([CH:36]=O)=[N:35][C:28]=2[NH:27]1.C(O[BH-](OC(=O)C)OC(=O)C)(=O)C.[Na+]. (2) Given the product [CH3:1][C:2]1[CH:3]=[C:4]([C:8]([C:10]2[CH:15]=[C:14]([CH3:16])[CH:13]=[CH:12][N:11]=2)=[O:9])[O:5][C:6]=1[CH3:7], predict the reactants needed to synthesize it. The reactants are: [CH3:1][C:2]1[CH:3]=[C:4]([CH:8]([C:10]2[CH:15]=[C:14]([CH3:16])[CH:13]=[CH:12][N:11]=2)[OH:9])[O:5][C:6]=1[CH3:7].